This data is from Full USPTO retrosynthesis dataset with 1.9M reactions from patents (1976-2016). The task is: Predict the reactants needed to synthesize the given product. (1) Given the product [F:9][C:3]1[CH:4]=[CH:5][C:6]([NH2:8])=[N:7][C:2]=1[C:11]([CH3:15])=[CH2:10], predict the reactants needed to synthesize it. The reactants are: Br[C:2]1[N:7]=[C:6]([NH2:8])[CH:5]=[CH:4][C:3]=1[F:9].[CH3:10][C:11]1(C)[C:15](C)(C)OB(C(C)=C)O1.P([O-])([O-])([O-])=O.[K+].[K+].[K+].O. (2) Given the product [F:23][C:24]1[CH:29]=[C:28]([C:2]2[CH:7]=[CH:6][CH:5]=[C:4]([C:8]3[N:9]=[C:10]([CH:20]([CH3:22])[CH3:21])[NH:11][C:12]=3[C:13]3[CH:18]=[CH:17][CH:16]=[C:15]([CH3:19])[N:14]=3)[CH:3]=2)[CH:27]=[CH:26][CH:25]=1, predict the reactants needed to synthesize it. The reactants are: Br[C:2]1[CH:3]=[C:4]([C:8]2[N:9]=[C:10]([CH:20]([CH3:22])[CH3:21])[NH:11][C:12]=2[C:13]2[CH:18]=[CH:17][CH:16]=[C:15]([CH3:19])[N:14]=2)[CH:5]=[CH:6][CH:7]=1.[F:23][C:24]1[CH:25]=[C:26](B(O)O)[CH:27]=[CH:28][CH:29]=1. (3) Given the product [Br:1][C:2]1[C:10]([F:11])=[CH:9][CH:8]=[C:7]2[C:3]=1[CH2:4][CH:5]=[CH:6]2, predict the reactants needed to synthesize it. The reactants are: [Br:1][C:2]1[C:10]([F:11])=[CH:9][CH:8]=[C:7]2[C:3]=1[CH2:4][CH2:5][CH:6]2O.CC1C=CC(S(O)(=O)=O)=CC=1. (4) Given the product [CH3:32][O:31][C:28]1[CH:29]=[C:30]2[C:25](=[CH:26][C:27]=1[O:33][CH3:34])[N:24]=[CH:23][N:22]=[C:21]2[NH:1][C:2]1[CH:19]=[CH:18][C:5]2[N:6]=[C:7]([NH:9][C:10](=[O:17])[C:11]3[CH:16]=[CH:15][CH:14]=[N:13][CH:12]=3)[S:8][C:4]=2[CH:3]=1, predict the reactants needed to synthesize it. The reactants are: [NH2:1][C:2]1[CH:19]=[CH:18][C:5]2[N:6]=[C:7]([NH:9][C:10](=[O:17])[C:11]3[CH:16]=[CH:15][CH:14]=[N:13][CH:12]=3)[S:8][C:4]=2[CH:3]=1.Cl[C:21]1[C:30]2[C:25](=[CH:26][C:27]([O:33][CH3:34])=[C:28]([O:31][CH3:32])[CH:29]=2)[N:24]=[CH:23][N:22]=1. (5) Given the product [C:28]([O:27][C:25]([N:1]1[CH2:6][CH2:5][O:4][CH:3]([CH:7]([O:8][C:9]2[CH:14]=[CH:13][CH:12]=[CH:11][C:10]=2[CH2:15][OH:16])[C:17]2[CH:22]=[CH:21][CH:20]=[CH:19][CH:18]=2)[CH2:2]1)=[O:26])([CH3:31])([CH3:30])[CH3:29], predict the reactants needed to synthesize it. The reactants are: [NH:1]1[CH2:6][CH2:5][O:4][CH:3]([CH:7]([C:17]2[CH:22]=[CH:21][CH:20]=[CH:19][CH:18]=2)[O:8][C:9]2[CH:14]=[CH:13][CH:12]=[CH:11][C:10]=2[CH2:15][OH:16])[CH2:2]1.[OH-].[Na+].[C:25](O[C:25]([O:27][C:28]([CH3:31])([CH3:30])[CH3:29])=[O:26])([O:27][C:28]([CH3:31])([CH3:30])[CH3:29])=[O:26]. (6) Given the product [C:32]([O:31][C@@H:15]([C:16]1[C:17]([I:30])=[C:18]2[C:25]3[CH2:26][CH2:27][CH2:28][CH2:29][C:24]=3[S:23][C:19]2=[N:20][C:21]=1[CH3:22])[C:14]([OH:36])=[O:43])([CH3:35])([CH3:34])[CH3:33], predict the reactants needed to synthesize it. The reactants are: C([C@@H]1COC(=O)N1[C:14](=[O:36])[C@@H:15]([O:31][C:32]([CH3:35])([CH3:34])[CH3:33])[C:16]1[C:17]([I:30])=[C:18]2[C:25]3[CH2:26][CH2:27][CH2:28][CH2:29][C:24]=3[S:23][C:19]2=[N:20][C:21]=1[CH3:22])C1C=CC=CC=1.O.[OH-].[Li+].OO.S([O-])([O-])=[O:43].[Na+].[Na+].Cl. (7) Given the product [OH:1][C@@H:2]1[CH2:6][CH2:5][N:4]([C:7]2[C:12]([C:13]3[N:40]([CH2:39][C:38]4[CH:41]=[CH:42][C:35]([O:34][CH3:33])=[CH:36][CH:37]=4)[C:17]([CH3:18])=[CH:16][N:15]=3)=[CH:11][C:10]([C:19]([NH:21][C:22]3[CH:23]=[CH:24][C:25]([O:28][C:29]([F:31])([F:30])[F:32])=[CH:26][CH:27]=3)=[O:20])=[CH:9][N:8]=2)[CH2:3]1, predict the reactants needed to synthesize it. The reactants are: [OH:1][C@@H:2]1[CH2:6][CH2:5][N:4]([C:7]2[C:12]([C:13]([NH:15][CH2:16][C:17]#[CH:18])=O)=[CH:11][C:10]([C:19]([NH:21][C:22]3[CH:27]=[CH:26][C:25]([O:28][C:29]([F:32])([F:31])[F:30])=[CH:24][CH:23]=3)=[O:20])=[CH:9][N:8]=2)[CH2:3]1.[CH3:33][O:34][C:35]1[CH:42]=[CH:41][C:38]([CH2:39][NH2:40])=[CH:37][CH:36]=1.